Task: Predict the product of the given reaction.. Dataset: Forward reaction prediction with 1.9M reactions from USPTO patents (1976-2016) (1) The product is: [C:1]([C:4]1[S:8][C:7]([O:9][C:10]2[CH:11]=[C:12]([CH3:26])[C:13]3[CH:17]([CH2:18][C:19]([OH:21])=[O:20])[O:16][B:15]([OH:24])[C:14]=3[CH:25]=2)=[N:6][CH:5]=1)(=[NH:2])[NH2:3]. Given the reactants [C:1]([C:4]1[S:8][C:7]([O:9][C:10]2[CH:11]=[C:12]([CH3:26])[C:13]3[CH:17]([CH2:18][C:19]([O:21]CC)=[O:20])[O:16][B:15]([OH:24])[C:14]=3[CH:25]=2)=[N:6][CH:5]=1)(=[NH:3])[NH2:2].[OH-].[Na+].Cl, predict the reaction product. (2) Given the reactants [C:1]([C:4]1[CH:5]=[N:6][CH:7]=[N:8][CH:9]=1)(=[O:3])[CH3:2].CO[CH:12](OC)[N:13]([CH3:15])[CH3:14], predict the reaction product. The product is: [CH3:12][N:13]([CH3:15])/[CH:14]=[CH:2]/[C:1]([C:4]1[CH:5]=[N:6][CH:7]=[N:8][CH:9]=1)=[O:3]. (3) Given the reactants O1[C:5]2([CH2:10][CH2:9][N:8]([C:11]([O:13][C:14]3[CH:19]=[CH:18][CH:17]=[CH:16][CH:15]=3)=[O:12])[CH2:7][CH2:6]2)[O:4]CC1.FC(F)(F)S([O-])(=O)=O.[In+3].FC(F)(F)S([O-])(=O)=O.FC(F)(F)S([O-])(=O)=O, predict the reaction product. The product is: [O:4]=[C:5]1[CH2:10][CH2:9][N:8]([C:11]([O:13][C:14]2[CH:19]=[CH:18][CH:17]=[CH:16][CH:15]=2)=[O:12])[CH2:7][CH2:6]1. (4) The product is: [Cl:11][C:4]1[N:3]=[C:2]([NH:18][CH:15]2[CH2:16][CH2:17][O:12][CH2:13][CH2:14]2)[C:7]([N+:8]([O-:10])=[O:9])=[CH:6][CH:5]=1. Given the reactants Cl[C:2]1[C:7]([N+:8]([O-:10])=[O:9])=[CH:6][CH:5]=[C:4]([Cl:11])[N:3]=1.[O:12]1[CH2:17][CH2:16][CH:15]([NH2:18])[CH2:14][CH2:13]1, predict the reaction product. (5) Given the reactants [OH:1][C:2]1[CH:11]=[C:10]2[C:5]([C:6]([O:12][C:13]3[CH:14]=[C:15]4[C:19](=[CH:20][CH:21]=3)[NH:18][C:17]([CH3:22])=[CH:16]4)=[N:7][CH:8]=[N:9]2)=[CH:4][C:3]=1[O:23][CH3:24].CC1C=CC(S(O[CH2:36][CH:37]2[CH2:42][CH2:41][N:40]([C:43]([O:45][C:46]([CH3:49])([CH3:48])[CH3:47])=[O:44])[CH2:39][CH2:38]2)(=O)=O)=CC=1.C(=O)([O-])[O-].[K+].[K+].O, predict the reaction product. The product is: [CH3:24][O:23][C:3]1[CH:4]=[C:5]2[C:10](=[CH:11][C:2]=1[O:1][CH2:36][CH:37]1[CH2:42][CH2:41][N:40]([C:43]([O:45][C:46]([CH3:47])([CH3:49])[CH3:48])=[O:44])[CH2:39][CH2:38]1)[N:9]=[CH:8][N:7]=[C:6]2[O:12][C:13]1[CH:14]=[C:15]2[C:19](=[CH:20][CH:21]=1)[NH:18][C:17]([CH3:22])=[CH:16]2. (6) Given the reactants [S:1]1[CH2:6][CH2:5][C:4](=O)[C:3](=[N:8]O)[CH2:2]1.C([O-])(=O)C.[NH4+:14].[F:15][C:16]1[CH:37]=[CH:36][CH:35]=[C:34]([F:38])[C:17]=1[C:18]([NH:20][C:21]1[C:22]([CH:32]=O)=[N:23][N:24](C2CCCCO2)[CH:25]=1)=[O:19], predict the reaction product. The product is: [F:38][C:34]1[CH:35]=[CH:36][CH:37]=[C:16]([F:15])[C:17]=1[C:18]([NH:20][C:21]1[C:22]([C:32]2[NH:14][C:4]3[CH2:5][CH2:6][S:1][CH2:2][C:3]=3[N:8]=2)=[N:23][NH:24][CH:25]=1)=[O:19]. (7) Given the reactants [CH3:1][O:2][C:3]1[CH:8]=[C:7]([O:9]COC)[CH:6]=[CH:5][C:4]=1[C:13]1[C:14]([CH2:26][NH:27][C:28]2[CH:33]=[CH:32][CH:31]=[CH:30][C:29]=2[O:34][CH3:35])=[C:15]2[C:20](=[CH:21][CH:22]=1)[NH:19][C:18]([CH3:24])([CH3:23])[CH:17]=[C:16]2[CH3:25].Cl.O1CCOCC1, predict the reaction product. The product is: [OH:9][C:7]1[CH:6]=[CH:5][C:4]([C:13]2[C:14]([CH2:26][NH:27][C:28]3[CH:33]=[CH:32][CH:31]=[CH:30][C:29]=3[O:34][CH3:35])=[C:15]3[C:20](=[CH:21][CH:22]=2)[NH:19][C:18]([CH3:24])([CH3:23])[CH:17]=[C:16]3[CH3:25])=[C:3]([O:2][CH3:1])[CH:8]=1.